This data is from Full USPTO retrosynthesis dataset with 1.9M reactions from patents (1976-2016). The task is: Predict the reactants needed to synthesize the given product. (1) Given the product [CH3:1][O:2][C:3]1[CH:4]=[C:5]([CH:9]=[CH:10][C:11]=1[NH:12][C:13]1[N:14]=[CH:15][C:16]2[N:22]([CH3:23])[C:21](=[O:24])[CH2:20][CH2:19][N:18]([CH:25]3[CH2:29][CH2:28][CH2:27][CH:26]3[CH3:30])[C:17]=2[N:31]=1)[C:6]([NH:65][CH:66]1[CH2:71][CH2:70][N:69]([CH3:72])[CH2:68][CH2:67]1)=[O:8], predict the reactants needed to synthesize it. The reactants are: [CH3:1][O:2][C:3]1[CH:4]=[C:5]([CH:9]=[CH:10][C:11]=1[NH:12][C:13]1[N:14]=[CH:15][C:16]2[N:22]([CH3:23])[C:21](=[O:24])[CH2:20][CH2:19][N:18]([CH:25]3[CH2:29][CH2:28][CH2:27][CH:26]3[CH3:30])[C:17]=2[N:31]=1)[C:6]([OH:8])=O.F[P-](F)(F)(F)(F)F.CN(C(N(C)C)=[N+]1C2C(=NC=CC=2)[N+]([O-])=N1)C.C(N(C(C)C)C(C)C)C.[NH2:65][CH:66]1[CH2:71][CH2:70][N:69]([CH3:72])[CH2:68][CH2:67]1. (2) Given the product [C:1]([N:4]1[C:12]2[C:7](=[CH:8][C:9]([C:13]([C:25]3[C:26]4[C:31](=[C:30]([NH:32][S:33]([CH3:36])(=[O:34])=[O:35])[CH:29]=[CH:28][CH:27]=4)[NH:23][CH:24]=3)([CH2:14][CH3:15])[CH2:16][CH3:17])=[CH:10][CH:11]=2)[CH:6]=[CH:5]1)(=[O:3])[CH3:2], predict the reactants needed to synthesize it. The reactants are: [C:1]([N:4]1[C:12]2[C:7](=[CH:8][C:9]([C:13](OC(=O)C)([CH2:16][CH3:17])[CH2:14][CH3:15])=[CH:10][CH:11]=2)[CH:6]=[C:5]1C)(=[O:3])[CH3:2].[NH:23]1[C:31]2[C:26](=[CH:27][CH:28]=[CH:29][C:30]=2[NH:32][S:33]([CH3:36])(=[O:35])=[O:34])[CH:25]=[CH:24]1.C(O)(C(F)(F)F)=O. (3) Given the product [OH:2][C:3]1[C:4]([C:21]([NH:23][CH3:24])=[O:22])=[CH:5][C:6]2[C:11]([CH:12]=1)=[CH:10][CH:9]=[C:8]([C:13]1[CH:18]=[CH:17][CH:16]=[C:15]([OH:19])[CH:14]=1)[CH:7]=2, predict the reactants needed to synthesize it. The reactants are: C[O:2][C:3]1[C:4]([C:21]([NH:23][CH3:24])=[O:22])=[CH:5][C:6]2[C:11]([CH:12]=1)=[CH:10][CH:9]=[C:8]([C:13]1[CH:18]=[CH:17][CH:16]=[C:15]([O:19]C)[CH:14]=1)[CH:7]=2.B(Br)(Br)Br. (4) Given the product [CH2:1]([O:8][C@@H:9]([C@@H:42]([OH:44])[CH3:43])[C@@H:10]([CH2:33][C:34]1[CH:39]=[CH:38][C:37]([F:40])=[CH:36][C:35]=1[F:41])[CH2:11][CH2:12][CH2:13][C@H:14]([NH:25][C:26]([O:28][C:29]([CH3:31])([CH3:32])[CH3:30])=[O:27])[C:15]([OH:17])=[O:16])[C:2]1[CH:3]=[CH:4][CH:5]=[CH:6][CH:7]=1, predict the reactants needed to synthesize it. The reactants are: [CH2:1]([O:8][C@@H:9]([C@@H:42]([OH:44])[CH3:43])[C@@H:10]([CH2:33][C:34]1[CH:39]=[CH:38][C:37]([F:40])=[CH:36][C:35]=1[F:41])[CH2:11][CH2:12][CH2:13][C@H:14]([NH:25][C:26]([O:28][C:29]([CH3:32])([CH3:31])[CH3:30])=[O:27])[C:15]([O:17]CC1C=CC=CC=1)=[O:16])[C:2]1[CH:7]=[CH:6][CH:5]=[CH:4][CH:3]=1.C1COCC1.O.O[Li].O. (5) The reactants are: O[CH2:2][NH:3][C:4](=[O:9])[C:5]([CH3:8])([CH3:7])[CH3:6].C(Cl)(=O)C([Cl:13])=O. Given the product [Cl:13][CH2:2][NH:3][C:4](=[O:9])[C:5]([CH3:8])([CH3:7])[CH3:6], predict the reactants needed to synthesize it.